Dataset: NCI-60 drug combinations with 297,098 pairs across 59 cell lines. Task: Regression. Given two drug SMILES strings and cell line genomic features, predict the synergy score measuring deviation from expected non-interaction effect. (1) Drug 1: CC1=C2C(C(=O)C3(C(CC4C(C3C(C(C2(C)C)(CC1OC(=O)C(C(C5=CC=CC=C5)NC(=O)C6=CC=CC=C6)O)O)OC(=O)C7=CC=CC=C7)(CO4)OC(=O)C)O)C)OC(=O)C. Drug 2: CCN(CC)CCCC(C)NC1=C2C=C(C=CC2=NC3=C1C=CC(=C3)Cl)OC. Cell line: MCF7. Synergy scores: CSS=13.1, Synergy_ZIP=-11.4, Synergy_Bliss=-4.21, Synergy_Loewe=-10.7, Synergy_HSA=-1.99. (2) Drug 1: C1CCC(CC1)NC(=O)N(CCCl)N=O. Drug 2: C1=C(C(=O)NC(=O)N1)N(CCCl)CCCl. Cell line: SF-295. Synergy scores: CSS=46.5, Synergy_ZIP=-7.66, Synergy_Bliss=-4.76, Synergy_Loewe=-5.95, Synergy_HSA=-0.755.